From a dataset of Catalyst prediction with 721,799 reactions and 888 catalyst types from USPTO. Predict which catalyst facilitates the given reaction. (1) Reactant: C(OC([N:8]1[CH2:13][CH2:12][N:11]([C:14]([C:16]2[C:17]3[C:31](/[CH:32]=[CH:33]/[C:34]4[CH:39]=[CH:38][CH:37]=[C:36]([N:40]5[CH2:44][CH2:43][CH2:42][C:41]5=[O:45])[CH:35]=4)=[N:30][N:29](C4CCCCO4)[C:18]=3[N:19]=[C:20]([C:22]3[CH:27]=[CH:26][C:25]([OH:28])=[CH:24][CH:23]=3)[CH:21]=2)=[O:15])[CH2:10][CH2:9]1)=O)(C)(C)C.Cl.C(OCC)C. Product: [OH:28][C:25]1[CH:24]=[CH:23][C:22]([C:20]2[N:19]=[C:18]3[NH:29][N:30]=[C:31](/[CH:32]=[CH:33]/[C:34]4[CH:35]=[C:36]([N:40]5[CH2:44][CH2:43][CH2:42][C:41]5=[O:45])[CH:37]=[CH:38][CH:39]=4)[C:17]3=[C:16]([C:14]([N:11]3[CH2:10][CH2:9][NH:8][CH2:13][CH2:12]3)=[O:15])[CH:21]=2)=[CH:27][CH:26]=1. The catalyst class is: 71. (2) Reactant: COC1C=CC(P2(SP(C3C=CC(OC)=CC=3)(=S)S2)=[S:10])=CC=1.[CH3:23][O:24][CH2:25][CH2:26][CH2:27][CH2:28][S:29][C:30]1[CH:35]=[CH:34][NH:33][C:32](=O)[C:31]=1[CH3:37]. Product: [CH3:23][O:24][CH2:25][CH2:26][CH2:27][CH2:28][S:29][C:30]1[CH:35]=[CH:34][NH:33][C:32](=[S:10])[C:31]=1[CH3:37]. The catalyst class is: 11. (3) Reactant: [CH2:1]([N:5]1[C:14](=[O:15])[C:13]([C:16]#[N:17])=[C:12]2[C:7]([CH2:8][CH2:9][CH2:10][CH2:11]2)=[CH:6]1)[CH2:2][CH2:3][CH3:4].C1(C)C=CC=CC=1.[H-].C([Al+]CC(C)C)C(C)C.Cl. Product: [CH2:1]([N:5]1[C:14](=[O:15])[CH:13]([C:16]#[N:17])[C:12]2[CH2:11][CH2:10][CH2:9][CH2:8][C:7]=2[CH2:6]1)[CH2:2][CH2:3][CH3:4]. The catalyst class is: 11. (4) Reactant: [C:1]([O:5][C:6](=[O:13])[NH:7][C@H:8]1[CH2:11][C@H:10]([NH2:12])[CH2:9]1)([CH3:4])([CH3:3])[CH3:2].Cl[C:15]1[S:16][C:17]2[CH:23]=[C:22]([F:24])[CH:21]=[CH:20][C:18]=2[N:19]=1.C(N(C(C)C)CC)(C)C. Product: [C:1]([O:5][C:6](=[O:13])[NH:7][C@H:8]1[CH2:11][C@H:10]([NH:12][C:15]2[S:16][C:17]3[CH:23]=[C:22]([F:24])[CH:21]=[CH:20][C:18]=3[N:19]=2)[CH2:9]1)([CH3:4])([CH3:2])[CH3:3]. The catalyst class is: 58.